Task: Predict the reactants needed to synthesize the given product.. Dataset: Full USPTO retrosynthesis dataset with 1.9M reactions from patents (1976-2016) (1) Given the product [CH:10]([C:6]1[CH:7]=[CH:8][CH:9]=[C:4]([CH:1]([CH3:3])[CH3:2])[C:5]=1[NH:13][C:22]1[CH:27]=[CH:26][CH:25]=[CH:24][CH:23]=1)([CH3:12])[CH3:11], predict the reactants needed to synthesize it. The reactants are: [CH:1]([C:4]1[CH:9]=[CH:8][CH:7]=[C:6]([CH:10]([CH3:12])[CH3:11])[C:5]=1[NH2:13])([CH3:3])[CH3:2].CC([O-])=O.CC([O-])=O.[CH:22]1[CH:27]=[CH:26][C:25]([Bi+2]([C:22]2[CH:27]=[CH:26][CH:25]=[CH:24][CH:23]=2)[C:22]2[CH:27]=[CH:26][CH:25]=[CH:24][CH:23]=2)=[CH:24][CH:23]=1. (2) Given the product [C:3]([C@:5]([CH2:36][C:31]1[CH:32]=[CH:33][CH:34]=[CH:35][N:30]=1)([C@H:10]([C:21]1[CH:26]=[CH:25][CH:24]=[CH:23][C:22]=1[O:27][CH3:28])[C:11]1[C:20]2[C:15](=[CH:16][CH:17]=[CH:18][CH:19]=2)[CH:14]=[CH:13][CH:12]=1)[C:6]([O:8][CH3:9])=[O:7])#[N:4], predict the reactants needed to synthesize it. The reactants are: [H-].[Na+].[C:3]([CH:5]([CH:10]([C:21]1[CH:26]=[CH:25][CH:24]=[CH:23][C:22]=1[O:27][CH3:28])[C:11]1[C:20]2[C:15](=[CH:16][CH:17]=[CH:18][CH:19]=2)[CH:14]=[CH:13][CH:12]=1)[C:6]([O:8][CH3:9])=[O:7])#[N:4].Cl.[N:30]1[CH:35]=[CH:34][CH:33]=[CH:32][C:31]=1[CH2:36]Cl.